This data is from Full USPTO retrosynthesis dataset with 1.9M reactions from patents (1976-2016). The task is: Predict the reactants needed to synthesize the given product. (1) Given the product [NH2:15][C:12]1[CH:11]=[CH:10][CH:9]=[C:8]2[C:13]=1[CH2:14][N:6]([CH:4]([CH3:5])[CH2:3][O:2][CH3:1])[C:7]2=[O:18], predict the reactants needed to synthesize it. The reactants are: [CH3:1][O:2][CH2:3][CH:4]([N:6]1[CH2:14][C:13]2[C:8](=[CH:9][CH:10]=[CH:11][C:12]=2[N+:15]([O-])=O)[C:7]1=[O:18])[CH3:5].[H][H]. (2) Given the product [Br:21][C:22]1[CH:27]=[CH:26][N:25]=[C:24]2[NH:28][CH:29]=[CH:30][C:23]=12.[CH2:1]([CH:4]1[CH2:8][N:7]([CH2:9][C:10]2[CH:15]=[CH:14][N:13]=[C:12]3[NH:16][CH:17]=[CH:18][C:11]=23)[C:6](=[O:19])[CH2:5]1)[CH2:2][CH3:3], predict the reactants needed to synthesize it. The reactants are: [CH2:1]([CH:4]1[CH2:8][N:7]([CH2:9][C:10]2[CH:15]=[CH:14][N:13]=[C:12]3[NH:16][CH:17]=[CH:18][C:11]=23)[C:6](=[O:19])[CH2:5]1)[CH2:2][CH3:3].[Br-].[Br:21][C:22]1[CH:27]=[CH:26][N:25]=[C:24]2[N:28]([Si](C(C)C)(C(C)C)C(C)C)[CH:29]=[CH:30][C:23]=12.C([Si](C(C)C)(C(C)C)N1C2N=CC=C(C=O)C=2C=C1)(C)C.C(C1CN(CC2C=CN=C3N([Si](C(C)C)(C(C)C)C(C)C)C=CC=23)C(=O)C1)CC. (3) Given the product [NH2:1][C:4]1[CH:5]=[CH:6][C:7]([CH2:8][N:9]2[C:17]3[C:12](=[CH:13][CH:14]=[CH:15][CH:16]=3)[CH:11]=[C:10]2[C:18]([O:20][CH2:21][CH3:22])=[O:19])=[CH:23][CH:24]=1, predict the reactants needed to synthesize it. The reactants are: [N+:1]([C:4]1[CH:24]=[CH:23][C:7]([CH2:8][N:9]2[C:17]3[C:12](=[CH:13][CH:14]=[CH:15][CH:16]=3)[CH:11]=[C:10]2[C:18]([O:20][CH2:21][CH3:22])=[O:19])=[CH:6][CH:5]=1)([O-])=O.NN. (4) Given the product [C:21]1([C:24](=[CH2:25])[CH2:28][O:14][CH2:13][CH2:12][O:11][CH2:10][CH2:9][O:8][CH2:7][CH2:6][O:5][CH2:4][CH2:3][OH:15])[CH:20]=[CH:19][CH:18]=[CH:23][CH:22]=1, predict the reactants needed to synthesize it. The reactants are: [H-].[Na+].[CH2:3]([OH:15])[CH2:4][O:5][CH2:6][CH2:7][O:8][CH2:9][CH2:10][O:11][CH2:12][CH2:13][OH:14].ClC[C:18]1[CH:23]=[CH:22][C:21]([CH:24]=[CH2:25])=[CH:20][CH:19]=1.[Cl-].[NH4+].[CH2:28](OCC)C. (5) Given the product [C:1]([O:5][C:6](=[O:23])[NH:7][C:8]1[CH:13]=[CH:12][C:11]([C:14]2[CH:19]=[CH:18][C:17]([O:20][CH3:21])=[CH:16][CH:15]=2)=[CH:10][C:9]=1[NH:22][C:27](=[O:26])[CH2:28][C:29]([C:31]1[CH:38]=[CH:37][CH:36]=[C:33]([C:34]#[N:35])[CH:32]=1)=[O:30])([CH3:4])([CH3:2])[CH3:3], predict the reactants needed to synthesize it. The reactants are: [C:1]([O:5][C:6](=[O:23])[NH:7][C:8]1[CH:13]=[CH:12][C:11]([C:14]2[CH:19]=[CH:18][C:17]([O:20][CH3:21])=[CH:16][CH:15]=2)=[CH:10][C:9]=1[NH2:22])([CH3:4])([CH3:3])[CH3:2].CC1(C)[O:30][C:29]([C:31]2[CH:32]=[C:33]([CH:36]=[CH:37][CH:38]=2)[C:34]#[N:35])=[CH:28][C:27](=O)[O:26]1. (6) Given the product [F:17][C:16]1[C:11]([C:3]2[CH:4]=[C:5]([C:20]3[N:24]4[N:25]=[CH:26][C:27]([C:29]([F:32])([CH3:30])[CH3:31])=[N:28][C:23]4=[N:22][CH:21]=3)[CH:6]=[CH:7][C:2]=2[F:1])=[N:12][CH:13]=[C:14]([F:18])[CH:15]=1, predict the reactants needed to synthesize it. The reactants are: [F:1][C:2]1[CH:7]=[CH:6][C:5](B(O)O)=[CH:4][C:3]=1[C:11]1[C:16]([F:17])=[CH:15][C:14]([F:18])=[CH:13][N:12]=1.Br[C:20]1[N:24]2[N:25]=[CH:26][C:27]([C:29]([F:32])([CH3:31])[CH3:30])=[N:28][C:23]2=[N:22][CH:21]=1.P([O-])([O-])([O-])=O.[K+].[K+].[K+]. (7) Given the product [CH3:11][C:7]1[CH:8]=[CH:9][CH:10]=[C:2]([CH3:1])[C:3]=1[C:4]([NH:19][CH:14]1[CH2:15][CH2:16][CH2:17][CH2:18][CH:13]1[CH3:12])=[O:6], predict the reactants needed to synthesize it. The reactants are: [CH3:1][C:2]1[CH:10]=[CH:9][CH:8]=[C:7]([CH3:11])[C:3]=1[C:4]([OH:6])=O.[CH3:12][CH:13]1[CH2:18][CH2:17][CH2:16][CH2:15][CH:14]1[NH2:19].